Task: Predict the product of the given reaction.. Dataset: Forward reaction prediction with 1.9M reactions from USPTO patents (1976-2016) (1) Given the reactants Br[C:2]1[CH:7]=[CH:6][C:5]([C:8]2[N:9]([CH2:14][CH:15]3[CH2:19][CH2:18][N:17]([C:20]([CH:22]4[CH2:24][CH2:23]4)=[O:21])[CH2:16]3)[C:10]([CH3:13])=[CH:11][N:12]=2)=[CH:4][CH:3]=1.[F:25][C:26]1[CH:31]=[CH:30][C:29](B(O)O)=[CH:28][CH:27]=1.CCOC(C)=O, predict the reaction product. The product is: [CH:22]1([C:20]([N:17]2[CH2:18][CH2:19][CH:15]([CH2:14][N:9]3[C:10]([CH3:13])=[CH:11][N:12]=[C:8]3[C:5]3[CH:6]=[CH:7][C:2]([C:29]4[CH:30]=[CH:31][C:26]([F:25])=[CH:27][CH:28]=4)=[CH:3][CH:4]=3)[CH2:16]2)=[O:21])[CH2:24][CH2:23]1. (2) Given the reactants O[CH2:2][CH:3]1[CH:7]2[O:8][C:9]([CH3:12])([CH3:11])[O:10][CH:6]2[CH:5]([N:13]2[CH:21]=[N:20][C:19]3[C:18](=[O:22])[NH:17][C:16]([NH:23][C:24](=[O:28])[CH:25]([CH3:27])[CH3:26])=[N:15][C:14]2=3)[O:4]1.[CH2:29]([O:31][P:32]([CH:37]=CC1C(OC(=O)C2C=CC=CC=2)C(OC)C(N2C=NC3C(=O)NC(NC(=O)C(C)C)=NC2=3)O1)([O:34][CH2:35][CH3:36])=[O:33])[CH3:30], predict the reaction product. The product is: [CH2:29]([O:31][P:32]([CH:37]=[CH:2][CH:3]1[CH:7]2[CH:6]([O:10][C:9]([CH3:11])([CH3:12])[O:8]2)[CH:5]([N:13]2[CH:21]=[N:20][C:19]3[C:18](=[O:22])[NH:17][C:16]([NH:23][C:24](=[O:28])[CH:25]([CH3:26])[CH3:27])=[N:15][C:14]2=3)[O:4]1)(=[O:33])[O:34][CH2:35][CH3:36])[CH3:30]. (3) Given the reactants [NH2:1][C:2]1[C:6]([Br:7])=[CH:5][S:4][C:3]=1[C:8]([NH:10][CH3:11])=[O:9].[CH:12](OC)(OC)OC.Cl.O1CCOCC1, predict the reaction product. The product is: [Br:7][C:6]1[C:2]2[N:1]=[CH:11][N:10]([CH3:12])[C:8](=[O:9])[C:3]=2[S:4][CH:5]=1. (4) The product is: [C:20]([C:25]1[CH:30]=[C:29]([C:31]([CH2:34][CH3:35])([CH3:33])[CH3:32])[CH:28]=[CH:27][C:26]=1[O:36][C:10]1[CH:17]=[CH:16][CH:15]=[C:12]([C:13]#[N:14])[C:11]=1[C:18]#[N:19])([CH2:23][CH3:24])([CH3:22])[CH3:21]. Given the reactants C(=O)([O-])[O-].[Cs+].[Cs+].[N+]([C:10]1[CH:17]=[CH:16][CH:15]=[C:12]([C:13]#[N:14])[C:11]=1[C:18]#[N:19])([O-])=O.[C:20]([C:25]1[CH:30]=[C:29]([C:31]([CH2:34][CH3:35])([CH3:33])[CH3:32])[CH:28]=[CH:27][C:26]=1[OH:36])([CH2:23][CH3:24])([CH3:22])[CH3:21], predict the reaction product. (5) Given the reactants [C:1]([C:9]1[C:10](=[O:21])[N:11]([CH2:19][CH3:20])[C:12](=[O:18])[N:13]([CH2:16][CH3:17])[C:14]=1[CH3:15])(=[O:8])[C:2]1[CH:7]=[CH:6][CH:5]=[CH:4][CH:3]=1.[Br:22]Br, predict the reaction product. The product is: [C:1]([C:9]1[C:10](=[O:21])[N:11]([CH2:19][CH3:20])[C:12](=[O:18])[N:13]([CH2:16][CH3:17])[C:14]=1[CH2:15][Br:22])(=[O:8])[C:2]1[CH:7]=[CH:6][CH:5]=[CH:4][CH:3]=1. (6) The product is: [C:1]([O:5][C:6]([N:8]1[CH2:12][CH2:11][CH:10]2[N:13]([C:36]3[N:41]=[CH:40][CH:39]=[CH:38][N:37]=3)[CH2:14][CH:15]([C:16]3[C:24]4[C:19](=[CH:20][C:21]([F:25])=[CH:22][CH:23]=4)[NH:18][CH:17]=3)[CH:9]12)=[O:7])([CH3:4])([CH3:2])[CH3:3]. Given the reactants [C:1]([O:5][C:6]([N:8]1[CH2:12][CH2:11][CH:10]2[NH:13][CH2:14][CH:15]([C:16]3[C:24]4[C:19](=[CH:20][C:21]([F:25])=[CH:22][CH:23]=4)[NH:18][CH:17]=3)[CH:9]12)=[O:7])([CH3:4])([CH3:3])[CH3:2].CCN(C(C)C)C(C)C.Cl[C:36]1[N:41]=[CH:40][CH:39]=[CH:38][N:37]=1, predict the reaction product. (7) Given the reactants [C:1]1([C:7]2[C:12]3[O:13][C@:14]([CH2:18]OS(C4C=CC(C)=CC=4)(=O)=O)([CH3:17])[CH2:15][O:16][C:11]=3[CH:10]=[CH:9][CH:8]=2)[CH:6]=[CH:5][CH:4]=[CH:3][CH:2]=1.[N-:30]=[N+:31]=[N-:32].[Na+], predict the reaction product. The product is: [N:30]([CH2:18][C@:14]1([CH3:17])[O:13][C:12]2[C:7]([C:1]3[CH:6]=[CH:5][CH:4]=[CH:3][CH:2]=3)=[CH:8][CH:9]=[CH:10][C:11]=2[O:16][CH2:15]1)=[N+:31]=[N-:32]. (8) Given the reactants [CH2:1]([C:9]1[O:13][N:12]=[C:11]([C:14]2[CH:19]=[CH:18][C:17]([CH2:20][NH2:21])=[CH:16][CH:15]=2)[N:10]=1)[CH2:2][CH2:3][CH2:4][CH2:5][CH2:6][CH2:7][CH3:8].[C:22]([OH:32])(=O)[CH2:23][CH2:24][CH2:25][CH2:26][CH2:27][CH2:28]CC, predict the reaction product. The product is: [CH2:1]([C:9]1[O:13][N:12]=[C:11]([C:14]2[CH:19]=[CH:18][C:17]([CH2:20][NH2:21])=[CH:16][CH:15]=2)[N:10]=1)[CH2:2][CH2:3][CH2:4][CH2:5][CH2:6][CH2:7][CH3:8].[OH:13][N:12]=[C:11]([NH2:10])[C:26]1[CH:25]=[CH:24][C:23]([CH2:22][OH:32])=[CH:28][CH:27]=1.